Task: Binary Classification. Given a miRNA mature sequence and a target amino acid sequence, predict their likelihood of interaction.. Dataset: Experimentally validated miRNA-target interactions with 360,000+ pairs, plus equal number of negative samples (1) Result: 1 (interaction). The protein sequence of the target gene is MAFLKLRDQPSLVQAIFNGDPDEVRALIFKKEDVNFQDNEKRTPLHAAAYLGDAEIIELLILSGARVNAKDSKWLTPLHRAVASCSEEAVQILLKHSADVNARDKNWQTPLHIAAANKAVKCAESLVPLLSNVNVSDRAGRTALHHAAFSGHGEMVKLLLSRGANINAFDKKDRRAIHWAAYMGHIEVVKLLVSHGAEVTCKDKKSYTPLHAAASSGMISVVKYLLDLGVDMNEPNAYGNTPLHVACYNGQDVVVNELIDCGANVNQKNEKGFTPLHFAAASTHGALCLELLVGNGADVN.... The miRNA is mmu-miR-3471 with sequence UGAGAUCCAACUGUAAGGCAUU. (2) The miRNA is hsa-miR-1178-3p with sequence UUGCUCACUGUUCUUCCCUAG. The protein sequence of the target gene is MEEPTAVEGQVQLPSPHQGSLRKAVAAALALDGESTMGHRKKKRKESRPESIIIYRSDNEKTDEEPGESEGGDQPKEEEGDDFLDYPVDDDMWNLPLDSRYVTLTGTITRGKKKGQMVDIHVTLTEKELQELTKPKESSRETTPEGRMACQMGADRGPHVVLWTLICLPVVFILSFVVSFYYGTITWYNIFLVYNEERTFWHKISYCPCLVLFYPVLIMAMASSLGLYAAVVQLSWSWEAWWQAARDMEKGFCGWLCSKLGLEDCSPYSIVELLESDNISSTLSNKDPIQEVETSTV. Result: 1 (interaction). (3) The miRNA is mmu-miR-511-3p with sequence AAUGUGUAGCAAAAGACAGGAU. The protein sequence of the target gene is MRPAALLLCLTLLHCAGAGFPEDSEPISISHGNYTKQYPVFVGHKPGRNTTQRHRLDIQMIMIMNRTLYVAARDHIYTVDIDTSHTEEIYCSKKLTWKSRQADVDTCRMKGKHKDECHNFIKVLLKKNDDTLFVCGTNAFNPSCRNYRVDTLETFGDEFSGMARCPYDAKHANIALFADGKLYSATVTDFLAIDAVIYRSLGDSPTLRTVKHDSKWLKEPYFVQAVDYGDYIYFFFREIAVEYNTMGKVVFPRVAQVCKNDMGGSQRVLEKQWTSFLKARLNCSVPGDSHFYFNILQAVT.... Result: 1 (interaction). (4) The miRNA is hsa-miR-3167 with sequence AGGAUUUCAGAAAUACUGGUGU. The protein sequence of the target gene is MAASCLVLLALCLLLPLLLLGGWKRWRRGRAARHVVAVVLGDVGRSPRMQYHALSLAMHGFSVTLLGFCNSKPHDELLQNNRIQIVGLTELQSLAVGPRVFQYGVKVVLQAMYLLWKLMWREPGAYIFLQNPPGLPSIAVCWFVGCLCGSKLVIDWHNYGYSIMGLVHGPNHPLVLLAKWYEKFFGRLSHLNLCVTNAMREDLADNWHIRAVTVYDKPASFFKETPLDLQHRLFMKLGSMHSPFRARSEPEDPVTERSAFTERDAGSGLVTRLRERPALLVSSTSWTEDEDFSILLAALE.... Result: 1 (interaction). (5) The miRNA is bta-miR-15a with sequence UAGCAGCACAUAAUGGUUUGU. The protein sequence of the target gene is MPSKFSCRKLRETGQRFESFLAERGLDLETDRERLRTIYNHDFKPSYGTPAPGFSSMLYGMKIANLAFVTKTRVRFFKLDRWADVQLPEKRRIKPGSNISKQHRSLLARIFHDRAEYLHGKHGVDVEVQGPHEARDGQLLIHLDLNRKEVLTLRLRNGGSKPVTLTHLFPLCWTPQFVFYHGEQDLPCPLGPGESYELHIYCKTSIVGYFPATVLWELLGPGESGAEGAETFYIARFLAAVAHSPLAAQLKPTTPFKRPPRLTRNSVLTNRIEEGERPDRAKGYELELSLALGTYYPPIL.... Result: 0 (no interaction). (6) The miRNA is hsa-miR-921 with sequence CUAGUGAGGGACAGAACCAGGAUUC. The protein sequence of the target gene is MVGGEASAAVEKLVSGVRQAADFAEQFRSYSESEKQWKARMEFILRHLPDYRDPPDGGGRLDQLLSLSMVWANHLFLGCSYNKDLLDKVMEMADGIEVEDLPQFTTRSELMRKHQS. Result: 0 (no interaction).